From a dataset of Catalyst prediction with 721,799 reactions and 888 catalyst types from USPTO. Predict which catalyst facilitates the given reaction. (1) Reactant: [CH3:1][N:2]1[CH:6]=[CH:5][N:4]=[N:3]1.C([Li])CCC.[Cl:12][C:13]1[C:22]2[C:17](=[CH:18][CH:19]=[C:20]([CH:23]([C:25]3[C:26]([CH3:32])=[N:27][C:28]([CH3:31])=[CH:29][CH:30]=3)[OH:24])[CH:21]=2)[N:16]=[C:15]([O:33][CH3:34])[C:14]=1[CH2:35][C:36]1[CH:41]=[CH:40][C:39]([C:42]([F:45])([F:44])[F:43])=[CH:38][CH:37]=1. Product: [Cl:12][C:13]1[C:22]2[C:17](=[CH:18][CH:19]=[C:20]([C:23]([C:25]3[C:26]([CH3:32])=[N:27][C:28]([CH3:31])=[CH:29][CH:30]=3)([C:6]3[N:2]([CH3:1])[N:3]=[N:4][CH:5]=3)[OH:24])[CH:21]=2)[N:16]=[C:15]([O:33][CH3:34])[C:14]=1[CH2:35][C:36]1[CH:37]=[CH:38][C:39]([C:42]([F:44])([F:43])[F:45])=[CH:40][CH:41]=1. The catalyst class is: 1. (2) Reactant: [CH2:1]([C@H:8]([NH:30][C:31](=[O:50])[C@H:32]([CH:47]([CH3:49])[CH3:48])[NH:33][C:34]([N:36]([CH2:38][C:39]1[N:40]=[C:41]([CH:44]([CH3:46])[CH3:45])[S:42][CH:43]=1)[CH3:37])=[O:35])[CH2:9][C@H:10]([OH:29])[C@@H:11]([NH:19][C:20]([O:22][CH2:23][C:24]1[S:28][CH:27]=[N:26][CH:25]=1)=[O:21])[CH2:12][C:13]1[CH:18]=[CH:17][CH:16]=[CH:15][CH:14]=1)[C:2]1[CH:7]=[CH:6][CH:5]=[CH:4][CH:3]=1.[CH2:51]([S:55][CH2:56][CH2:57][CH2:58][CH3:59])[CH2:52][CH2:53][CH3:54].C(OOC(=O)C1C=CC=CC=1)(=O)C1C=CC=CC=1. Product: [CH2:1]([C@H:8]([NH:30][C:31](=[O:50])[C@H:32]([CH:47]([CH3:49])[CH3:48])[NH:33][C:34]([N:36]([CH2:38][C:39]1[N:40]=[C:41]([CH:44]([CH3:45])[CH3:46])[S:42][CH:43]=1)[CH3:37])=[O:35])[CH2:9][C@H:10]([O:29][CH:51]([S:55][CH2:56][CH2:57][CH2:58][CH3:59])[CH2:52][CH2:53][CH3:54])[C@@H:11]([NH:19][C:20]([O:22][CH2:23][C:24]1[S:28][CH:27]=[N:26][CH:25]=1)=[O:21])[CH2:12][C:13]1[CH:18]=[CH:17][CH:16]=[CH:15][CH:14]=1)[C:2]1[CH:3]=[CH:4][CH:5]=[CH:6][CH:7]=1. The catalyst class is: 115. (3) Reactant: [CH2:1]([C:5]1[N:10]2[N:11]=[CH:12][N:13]=[C:9]2[N:8]([CH:14]2[CH2:19][CH2:18][C:17](=[O:20])[CH2:16][CH2:15]2)[C:7](=[O:21])[C:6]=1[CH2:22][C:23]1[CH:28]=[CH:27][C:26]([C:29]2[CH:34]=[CH:33][CH:32]=[CH:31][C:30]=2[C:35]2[NH:39][C:38](=[O:40])[O:37][N:36]=2)=[CH:25][CH:24]=1)[CH2:2][CH2:3][CH3:4].O1CCCC1.[BH4-].[Na+]. Product: [CH2:1]([C:5]1[N:10]2[N:11]=[CH:12][N:13]=[C:9]2[N:8]([CH:14]2[CH2:19][CH2:18][CH:17]([OH:20])[CH2:16][CH2:15]2)[C:7](=[O:21])[C:6]=1[CH2:22][C:23]1[CH:28]=[CH:27][C:26]([C:29]2[CH:34]=[CH:33][CH:32]=[CH:31][C:30]=2[C:35]2[NH:39][C:38](=[O:40])[O:37][N:36]=2)=[CH:25][CH:24]=1)[CH2:2][CH2:3][CH3:4]. The catalyst class is: 5. (4) Reactant: CC(OI1(OC(C)=O)(OC(C)=O)OC(=O)C2C=CC=CC1=2)=O.[Si:23]([O:30][C@@H:31]1[CH2:36][CH2:35][C@H:34]([CH:37]([OH:48])[C:38]([O:40][CH2:41][C:42]2[CH:47]=[CH:46][CH:45]=[CH:44][CH:43]=2)=[O:39])[CH2:33][CH2:32]1)([C:26]([CH3:29])([CH3:28])[CH3:27])([CH3:25])[CH3:24]. Product: [Si:23]([O:30][C@@H:31]1[CH2:32][CH2:33][C@H:34]([C:37](=[O:48])[C:38]([O:40][CH2:41][C:42]2[CH:43]=[CH:44][CH:45]=[CH:46][CH:47]=2)=[O:39])[CH2:35][CH2:36]1)([C:26]([CH3:29])([CH3:28])[CH3:27])([CH3:25])[CH3:24]. The catalyst class is: 4. (5) Reactant: C1C=CC2N(O)N=NC=2C=1.CCN(C(C)C)C(C)C.[F:20][C:21]1[CH:29]=[CH:28][C:27]([F:30])=[CH:26][C:22]=1[C:23]([OH:25])=O.CCN=C=NCCCN(C)C.Cl.Cl.[C:44]1([C:62]2[CH:67]=[CH:66][CH:65]=[CH:64][CH:63]=2)[CH:49]=[CH:48][C:47]([NH:50][C:51](=[O:61])[CH2:52][C:53](=[O:60])[N:54]2[CH2:59][CH2:58][NH:57][CH2:56][CH2:55]2)=[CH:46][CH:45]=1. Product: [C:44]1([C:62]2[CH:67]=[CH:66][CH:65]=[CH:64][CH:63]=2)[CH:45]=[CH:46][C:47]([NH:50][C:51](=[O:61])[CH2:52][C:53]([N:54]2[CH2:55][CH2:56][N:57]([C:23](=[O:25])[C:22]3[CH:26]=[C:27]([F:30])[CH:28]=[CH:29][C:21]=3[F:20])[CH2:58][CH2:59]2)=[O:60])=[CH:48][CH:49]=1. The catalyst class is: 18. (6) Reactant: C([O:3][C:4]([C:6]1(OC(=O)C)[CH:14](NC(=O)C2C=CC=CC=2)[C:13]2[C:8](=[CH:9][CH:10]=[CH:11][CH:12]=2)[N:7]1[CH3:24])=[O:5])C.[CH3:29][OH:30].[OH2:31].[OH-].[Li+]. Product: [OH:30][C:29]1[CH:10]=[CH:11][CH:12]=[CH:13][C:14]=1[C:6]([NH:7][C:11]1[CH:12]=[C:13]2[C:8](=[CH:9][CH:10]=1)[N:7]([CH3:24])[C:6]([C:4]([OH:3])=[O:5])=[CH:14]2)=[O:31]. The catalyst class is: 1.